This data is from Catalyst prediction with 721,799 reactions and 888 catalyst types from USPTO. The task is: Predict which catalyst facilitates the given reaction. Reactant: N1[C:5]([C:6]2[CH:7]=[C:8]([CH:13]=[CH:14][CH:15]=2)[C:9]([O:11][CH3:12])=[O:10])=[N:4][N:3]=N1.[CH:16]([C:19]1[CH:27]=[CH:26][C:22]([C:23](O)=[O:24])=[CH:21][CH:20]=1)([CH3:18])[CH3:17].C1(N=C=NC2CCCCC2)CCCCC1. Product: [CH:16]([C:19]1[CH:27]=[CH:26][C:22]([C:23]2[O:24][C:5]([C:6]3[CH:7]=[C:8]([CH:13]=[CH:14][CH:15]=3)[C:9]([O:11][CH3:12])=[O:10])=[N:4][N:3]=2)=[CH:21][CH:20]=1)([CH3:18])[CH3:17]. The catalyst class is: 68.